From a dataset of Reaction yield outcomes from USPTO patents with 853,638 reactions. Predict the reaction yield, written as a fraction of the theoretical maximum amount of product (1.0 means a 100% yield; for example, 0.34 means a 34% yield). (1) The reactants are [C:1]1([CH2:7][CH2:8][CH2:9][C:10]([NH:12][CH2:13][CH2:14][C:15]([OH:17])=O)=[O:11])[CH:6]=[CH:5][CH:4]=[CH:3][CH:2]=1.Cl.Cl.[CH2:20]([O:22][C:23](=[O:32])[CH:24]([NH2:31])[CH2:25][C:26]1[NH:27][CH:28]=[N:29][CH:30]=1)[CH3:21].CCN(CC)CC.CN(C(ON1N=NC2C=CC=CC1=2)=[N+](C)C)C.F[P-](F)(F)(F)(F)F. The catalyst is C(Cl)Cl. The product is [CH2:20]([O:22][C:23](=[O:32])[CH:24]([NH:31][C:15](=[O:17])[CH2:14][CH2:13][NH:12][C:10](=[O:11])[CH2:9][CH2:8][CH2:7][C:1]1[CH:2]=[CH:3][CH:4]=[CH:5][CH:6]=1)[CH2:25][C:26]1[NH:27][CH:28]=[N:29][CH:30]=1)[CH3:21]. The yield is 0.310. (2) The catalyst is C1(C)C=CC=CC=1. The reactants are [CH3:1][C@H:2]1[CH2:7][N:6]([C:8]2[CH:13]=[CH:12][C:11]([O:14][C:15]([F:18])([F:17])[F:16])=[CH:10][CH:9]=2)[CH2:5][C@@H:4]([CH3:19])[N:3]1[S:20]([C:23]1[CH:31]=[CH:30][CH:29]=[C:28]2[C:24]=1[CH2:25][CH:26]([C:32]#[N:33])[CH2:27]2)(=[O:22])=[O:21].C([Sn](=O)CCCC)CCC.[N:44]([Si](C)(C)C)=[N+:45]=[N-:46]. The yield is 0.610. The product is [CH3:1][C@H:2]1[CH2:7][N:6]([C:8]2[CH:13]=[CH:12][C:11]([O:14][C:15]([F:16])([F:18])[F:17])=[CH:10][CH:9]=2)[CH2:5][C@@H:4]([CH3:19])[N:3]1[S:20]([C:23]1[C:24]2[CH2:25][CH:26]([C:32]3[NH:46][N:45]=[N:44][N:33]=3)[CH2:27][C:28]=2[CH:29]=[CH:30][CH:31]=1)(=[O:22])=[O:21]. (3) The reactants are Br[C:2]1[CH:3]=[C:4]([NH:10][C:11]2[CH:16]=[CH:15][C:14]([C:17]([N:19]3[C@@H:24]([CH3:25])[CH2:23][O:22][CH2:21][C@H:20]3[CH3:26])=[O:18])=[CH:13][N:12]=2)[C:5](=[O:9])[N:6]([CH3:8])[CH:7]=1.[C:27]([O:30][CH2:31][C:32]1[C:33]([N:47]2[CH2:58][CH2:57][N:56]3[C:49](=[CH:50][C:51]4[CH2:52][C:53]([CH3:60])([CH3:59])[CH2:54][C:55]=43)[C:48]2=[O:61])=[N:34][CH:35]=[CH:36][C:37]=1B1OC(C)(C)C(C)(C)O1)(=[O:29])[CH3:28].[O-]P([O-])([O-])=O.[K+].[K+].[K+].C([O-])(=O)C.[Na+]. The catalyst is C1C=CC(P(C2C=CC=CC=2)[C-]2C=CC=C2)=CC=1.C1C=CC(P(C2C=CC=CC=2)[C-]2C=CC=C2)=CC=1.Cl[Pd]Cl.[Fe+2].O.C(#N)C. The product is [C:27]([O:30][CH2:31][C:32]1[C:33]([N:47]2[CH2:58][CH2:57][N:56]3[C:49](=[CH:50][C:51]4[CH2:52][C:53]([CH3:60])([CH3:59])[CH2:54][C:55]=43)[C:48]2=[O:61])=[N:34][CH:35]=[CH:36][C:37]=1[C:2]1[CH:3]=[C:4]([NH:10][C:11]2[CH:16]=[CH:15][C:14]([C:17]([N:19]3[C@@H:24]([CH3:25])[CH2:23][O:22][CH2:21][C@H:20]3[CH3:26])=[O:18])=[CH:13][N:12]=2)[C:5](=[O:9])[N:6]([CH3:8])[CH:7]=1)(=[O:29])[CH3:28]. The yield is 0.640. (4) The reactants are [F:1][C:2]1[C:3]([I:11])=[C:4]2[NH:10][N:9]=[CH:8][C:5]2=[N:6][CH:7]=1.[H-].[Na+].Br[CH2:15][CH2:16][O:17][CH3:18]. The catalyst is CN(C=O)C.O.C(#N)C.O. The product is [F:1][C:2]1[CH:7]=[N:6][C:5]2=[CH:8][N:9]([CH2:15][CH2:16][O:17][CH3:18])[N:10]=[C:4]2[C:3]=1[I:11]. The yield is 0.284. (5) The reactants are [Cl:1][C:2]1[N:10]=[CH:9][CH:8]=[CH:7][C:3]=1[C:4]([OH:6])=O.C(Cl)(=O)C(Cl)=O.CN(C)C=O.[NH2:22][C:23]1[CH:28]=[CH:27][C:26]([CH2:29][CH2:30][C:31]([O:33][CH2:34][CH3:35])=[O:32])=[CH:25][CH:24]=1. The catalyst is ClCCl.C(N(CC)CC)C. The product is [Cl:1][C:2]1[N:10]=[CH:9][CH:8]=[CH:7][C:3]=1[C:4]([NH:22][C:23]1[CH:24]=[CH:25][C:26]([CH2:29][CH2:30][C:31]([O:33][CH2:34][CH3:35])=[O:32])=[CH:27][CH:28]=1)=[O:6]. The yield is 0.920. (6) The reactants are Cl[C:2]1[CH:3]=[CH:4][C:5]2[N:6]=[CH:7][N:8]=[C:9]([NH:12][CH:13]3[CH2:18][CH2:17]O[CH2:15][CH2:14]3)[C:10]=2[N:11]=1.[Cl:19][C:20]1[C:25]([NH:26][S:27]([C:30]2[CH:35]=[CH:34][C:33]([F:36])=[CH:32][C:31]=2[F:37])(=[O:29])=[O:28])=[CH:24][C:23](B2OC(C)(C)C(C)(C)O2)=[CH:22][N:21]=1.C(=O)(O)[O-].[Na+]. The catalyst is O1CCOCC1. The product is [Cl:19][C:20]1[C:25]([NH:26][S:27]([C:30]2[CH:35]=[CH:34][C:33]([F:36])=[CH:32][C:31]=2[F:37])(=[O:29])=[O:28])=[CH:24][C:23]([C:2]2[CH:3]=[CH:4][C:5]3[N:6]=[CH:7][N:8]=[C:9]([NH:12][CH:13]4[CH2:18][CH2:17][CH2:15][CH2:14]4)[C:10]=3[N:11]=2)=[CH:22][N:21]=1. The yield is 0.520. (7) The reactants are [CH:1]1([N:7]([CH:18]2[CH2:23][CH2:22][CH2:21][CH2:20][CH2:19]2)[C:8]([NH:10][C:11]2[S:12][C:13]([CH:16]=O)=[CH:14][N:15]=2)=[O:9])[CH2:6][CH2:5][CH2:4][CH2:3][CH2:2]1.Cl.[NH:25]1[CH2:30][CH2:29][C:28](=[O:31])[CH2:27][CH2:26]1.C(O[BH-](OC(=O)C)OC(=O)C)(=O)C.[Na+]. No catalyst specified. The product is [CH:18]1([N:7]([CH:1]2[CH2:6][CH2:5][CH2:4][CH2:3][CH2:2]2)[C:8]([NH:10][C:11]2[S:12][C:13]([CH2:16][N:25]3[CH2:30][CH2:29][C:28](=[O:31])[CH2:27][CH2:26]3)=[CH:14][N:15]=2)=[O:9])[CH2:19][CH2:20][CH2:21][CH2:22][CH2:23]1. The yield is 0.120. (8) The reactants are [CH3:1][O:2][C:3]1[CH:4]=[CH:5][C:6]([C:14]([F:17])([F:16])[F:15])=[C:7]2[C:12]=1[N:11]=[C:10](O)[N:9]=[CH:8]2.P(O[Cl:22])(=O)=O. No catalyst specified. The product is [Cl:22][C:10]1[N:9]=[CH:8][C:7]2[C:12](=[C:3]([O:2][CH3:1])[CH:4]=[CH:5][C:6]=2[C:14]([F:17])([F:16])[F:15])[N:11]=1. The yield is 0.700. (9) The reactants are [NH2:1][CH2:2][CH:3]([NH:5][C:6](=[O:28])[CH2:7][CH2:8]/[CH:9]=[CH:10]\[CH2:11]/[CH:12]=[CH:13]\[CH2:14]/[CH:15]=[CH:16]\[CH2:17]/[CH:18]=[CH:19]\[CH2:20]/[CH:21]=[CH:22]\[CH2:23]/[CH:24]=[CH:25]\[CH2:26][CH3:27])[CH3:4].[OH:29][C:30]1[CH:38]=[CH:37][CH:36]=[CH:35][C:31]=1[C:32](O)=[O:33].N1C=CN=C1.C1CCC(N=C=NC2CCCCC2)CC1. The catalyst is CC(=O)OCC. The product is [C:6]([NH:5][CH:3]([CH3:4])[CH2:2][NH:1][C:32](=[O:33])[C:31]1[CH:35]=[CH:36][CH:37]=[CH:38][C:30]=1[OH:29])(=[O:28])[CH2:7][CH2:8]/[CH:9]=[CH:10]\[CH2:11]/[CH:12]=[CH:13]\[CH2:14]/[CH:15]=[CH:16]\[CH2:17]/[CH:18]=[CH:19]\[CH2:20]/[CH:21]=[CH:22]\[CH2:23]/[CH:24]=[CH:25]\[CH2:26][CH3:27]. The yield is 0.505. (10) The reactants are C([O:4][C@H:5]([CH3:26])[CH2:6][CH2:7][CH2:8][CH2:9][N:10]1[C:18](=[O:19])[C:17]2[N:16]3[CH2:20][CH2:21][CH2:22][NH:23][C:15]3=[N:14][C:13]=2[N:12]([CH3:24])[C:11]1=[O:25])(=O)C.Cl.C(OCC)C. The catalyst is CO. The product is [OH:4][C@H:5]([CH3:26])[CH2:6][CH2:7][CH2:8][CH2:9][N:10]1[C:18](=[O:19])[C:17]2[N:16]3[CH2:20][CH2:21][CH2:22][NH:23][C:15]3=[N:14][C:13]=2[N:12]([CH3:24])[C:11]1=[O:25]. The yield is 0.800.